This data is from Reaction yield outcomes from USPTO patents with 853,638 reactions. The task is: Predict the reaction yield, written as a fraction of the theoretical maximum amount of product (1.0 means a 100% yield; for example, 0.34 means a 34% yield). (1) The reactants are [OH:1][C:2]1[CH:9]=[CH:8][C:5]([CH:6]=[O:7])=[CH:4][CH:3]=1.C([O-])([O-])=O.[K+].[K+].[Na+].[I-].Br[CH2:19][C:20]([O:22][C:23]([CH3:26])([CH3:25])[CH3:24])=[O:21]. The catalyst is C(#N)C.C(Cl)Cl.O. The product is [C:23]([O:22][C:20]([CH2:19][O:1][C:2]1[CH:9]=[CH:8][C:5]([CH:6]=[O:7])=[CH:4][CH:3]=1)=[O:21])([CH3:26])([CH3:25])[CH3:24]. The yield is 0.920. (2) The yield is 0.610. The product is [Cl:10][C:11]1[C:19]([Cl:20])=[CH:18][C:14]([C:15]([NH:9][C:7]2[CH:6]=[CH:5][NH:4][C:3](=[O:2])[CH:8]=2)=[O:16])=[C:13]([F:21])[CH:12]=1. The catalyst is CN(C=O)C.O. The reactants are C[O:2][C:3]1[CH:8]=[C:7]([NH2:9])[CH:6]=[CH:5][N:4]=1.[Cl:10][C:11]1[C:19]([Cl:20])=[CH:18][C:14]([C:15](O)=[O:16])=[C:13]([F:21])[CH:12]=1.CN(C(ON1N=NC2C=CC=NC1=2)=[N+](C)C)C.F[P-](F)(F)(F)(F)F.CN1CCOCC1.Br. (3) The reactants are N.C([N:9]1[CH2:13][CH:12]([CH2:14][CH:15]([CH3:19])[CH2:16][CH2:17][CH3:18])[CH2:11][C:10]1=[O:20])C1C=CC=CC=1.[Na]. The catalyst is C1COCC1. The product is [CH3:19][CH:15]([CH2:16][CH2:17][CH3:18])[CH2:14][CH:12]1[CH2:13][NH:9][C:10](=[O:20])[CH2:11]1. The yield is 0.860. (4) The reactants are [CH3:1][C:2]1[N:3]=[C:4]([NH2:7])[S:5][CH:6]=1.[Cl:8][C:9]1[CH:19]=[CH:18][C:12]([C:13]([O:15][CH2:16][CH3:17])=[O:14])=[CH:11][C:10]=1[O:20][C:21]1[CH:26]=[CH:25][N:24]=[C:23](Cl)[CH:22]=1.P([O-])([O-])([O-])=O.[K+].[K+].[K+]. The catalyst is C1C=CC(/C=C/C(/C=C/C2C=CC=CC=2)=O)=CC=1.C1C=CC(/C=C/C(/C=C/C2C=CC=CC=2)=O)=CC=1.C1C=CC(/C=C/C(/C=C/C2C=CC=CC=2)=O)=CC=1.[Pd].[Pd].C1(P(C2C=CC=CC=2)C2C3OC4C(=CC=CC=4P(C4C=CC=CC=4)C4C=CC=CC=4)C(C)(C)C=3C=CC=2)C=CC=CC=1. The product is [Cl:8][C:9]1[CH:19]=[CH:18][C:12]([C:13]([O:15][CH2:16][CH3:17])=[O:14])=[CH:11][C:10]=1[O:20][C:21]1[CH:22]=[CH:23][N:24]=[C:25]([NH:7][C:4]2[S:5][CH:6]=[C:2]([CH3:1])[N:3]=2)[CH:26]=1. The yield is 0.560.